From a dataset of Catalyst prediction with 721,799 reactions and 888 catalyst types from USPTO. Predict which catalyst facilitates the given reaction. (1) Reactant: [I:1][C:2]1[CH:10]=[CH:9][C:5]([C:6](Cl)=[O:7])=[CH:4][CH:3]=1.[SH:11][C:12]1[CH:17]=[CH:16][CH:15]=[CH:14][N:13]=1. Product: [I:1][C:2]1[CH:10]=[CH:9][C:5]([C:6](=[O:7])[S:11][C:12]2[CH:17]=[CH:16][CH:15]=[CH:14][N:13]=2)=[CH:4][CH:3]=1. The catalyst class is: 1. (2) Reactant: [F:1][C:2]1[CH:7]=[CH:6][C:5]([C:8]2[N:9]=[C:10]([C:17]([F:20])([F:19])[F:18])[O:11][C:12]=2[C:13]([O:15]C)=[O:14])=[CH:4][CH:3]=1.[Li+].[OH-]. Product: [F:1][C:2]1[CH:7]=[CH:6][C:5]([C:8]2[N:9]=[C:10]([C:17]([F:19])([F:18])[F:20])[O:11][C:12]=2[C:13]([OH:15])=[O:14])=[CH:4][CH:3]=1. The catalyst class is: 20. (3) Reactant: CC1C=C(C)C=C(C)C=1S([O-])(=O)=O.[NH2:14][N+:15]1[CH:20]=[C:19]([CH2:21][OH:22])[CH:18]=[CH:17][C:16]=1[O:23][CH3:24].[CH2:25]([O:32][C:33](=[O:39])[C:34]#[C:35][CH:36]([CH3:38])[CH3:37])[C:26]1[CH:31]=[CH:30][CH:29]=[CH:28][CH:27]=1.C(=O)([O-])[O-].[K+].[K+].O. Product: [CH2:25]([O:32][C:33]([C:34]1[C:35]([CH:36]([CH3:38])[CH3:37])=[N:14][N:15]2[C:16]([O:23][CH3:24])=[CH:17][CH:18]=[C:19]([CH2:21][OH:22])[C:20]=12)=[O:39])[C:26]1[CH:31]=[CH:30][CH:29]=[CH:28][CH:27]=1. The catalyst class is: 3. (4) Reactant: N1C=CC=CC=1.[C:7]([OH:16])(=[O:15])[C:8]1[C:9](=[CH:11][CH:12]=[CH:13][CH:14]=1)[OH:10].[C:17](OC(=O)C)(=[O:19])[CH3:18]. Product: [C:17]([O:10][C:9]1[CH:11]=[CH:12][CH:13]=[CH:14][C:8]=1[C:7]([OH:16])=[O:15])(=[O:19])[CH3:18]. The catalyst class is: 2. (5) Reactant: O.C1(C)C=CC(S(O)(=O)=O)=CC=1.[F:13][C:14]1[CH:19]=[CH:18][C:17]([C:20]2O[C:22]([C:25]3[CH:30]=[CH:29][C:28]([F:31])=[CH:27][CH:26]=3)=[N:23][N:24]=2)=[CH:16][CH:15]=1.[NH2:32][C:33]1[CH:38]=[CH:37][CH:36]=[CH:35][CH:34]=1. Product: [F:13][C:14]1[CH:19]=[CH:18][C:17]([C:20]2[N:32]([C:33]3[CH:38]=[CH:37][CH:36]=[CH:35][CH:34]=3)[C:22]([C:25]3[CH:30]=[CH:29][C:28]([F:31])=[CH:27][CH:26]=3)=[N:23][N:24]=2)=[CH:16][CH:15]=1. The catalyst class is: 262. (6) Reactant: [N+:1]([C:4]1[CH:15]=[CH:14][C:7]([CH2:8][C@@H:9]([C:11]([OH:13])=[O:12])[NH2:10])=[CH:6][CH:5]=1)([O-:3])=[O:2].[OH-].[Na+].[Cl:18][C:19]1[CH:27]=[CH:26][CH:25]=[C:24]([Cl:28])[C:20]=1[C:21](Cl)=[O:22].Cl. Product: [Cl:18][C:19]1[CH:27]=[CH:26][CH:25]=[C:24]([Cl:28])[C:20]=1[C:21]([NH:10][C@H:9]([C:11]([OH:13])=[O:12])[CH2:8][C:7]1[CH:6]=[CH:5][C:4]([N+:1]([O-:3])=[O:2])=[CH:15][CH:14]=1)=[O:22]. The catalyst class is: 283.